This data is from Full USPTO retrosynthesis dataset with 1.9M reactions from patents (1976-2016). The task is: Predict the reactants needed to synthesize the given product. (1) Given the product [C:1]([O:4][C:5]1[CH:14]=[CH:13][C:12]2[C:7](=[C:8]([NH:17][C:25]([O:27][C:28]3[CH:33]=[CH:32][CH:31]=[CH:30][CH:29]=3)=[O:26])[C:9]([Cl:16])=[CH:10][C:11]=2[Cl:15])[CH:6]=1)(=[O:3])[CH3:2], predict the reactants needed to synthesize it. The reactants are: [C:1]([O:4][C:5]1[CH:14]=[CH:13][C:12]2[C:7](=[C:8]([NH2:17])[C:9]([Cl:16])=[CH:10][C:11]=2[Cl:15])[CH:6]=1)(=[O:3])[CH3:2].N1C=CC=CC=1.Cl[C:25]([O:27][C:28]1[CH:33]=[CH:32][CH:31]=[CH:30][CH:29]=1)=[O:26].C(OC(=O)C)C. (2) Given the product [CH2:20]([N:13]1[C:14]2[CH:19]=[CH:18][N:17]=[CH:16][C:15]=2[C:11]2([C:3]3=[CH:4][C:5]4[O:9][CH2:8][O:7][C:6]=4[CH:10]=[C:2]3[O:27][CH2:26]2)[C:12]1=[O:25])[CH2:21][CH2:22][CH2:23][CH3:24], predict the reactants needed to synthesize it. The reactants are: O[C:2]1[C:3]([C:11]2([CH2:26][OH:27])[C:15]3[CH:16]=[N:17][CH:18]=[CH:19][C:14]=3[N:13]([CH2:20][CH2:21][CH2:22][CH2:23][CH3:24])[C:12]2=[O:25])=[CH:4][C:5]2[O:9][CH2:8][O:7][C:6]=2[CH:10]=1.OC1C(C2(CO)C3C(=NC=CC=3)N(CCCCC)C2=O)=CC2OCOC=2C=1.